Dataset: Reaction yield outcomes from USPTO patents with 853,638 reactions. Task: Predict the reaction yield, written as a fraction of the theoretical maximum amount of product (1.0 means a 100% yield; for example, 0.34 means a 34% yield). (1) The reactants are [CH3:1][C:2]1[CH:3]=[N:4][CH:5]=[C:6]([CH3:18])[C:7]=1[CH2:8][S:9][C:10]1[N:15]=[C:14]([OH:16])[CH:13]=[C:12]([CH3:17])[N:11]=1.[ClH:19].O1CCOCC1. The catalyst is CO. The product is [ClH:19].[CH3:1][C:2]1[CH:3]=[N:4][CH:5]=[C:6]([CH3:18])[C:7]=1[CH2:8][S:9][C:10]1[N:15]=[C:14]([OH:16])[CH:13]=[C:12]([CH3:17])[N:11]=1. The yield is 0.970. (2) The reactants are C([Li])CCC.C1[CH2:10][O:9]CC1.[CH3:11][O:12][C:13]1[CH:18]=[CH:17][CH:16]=[C:15]([Si:19]([CH3:22])([CH3:21])[CH3:20])[N:14]=1.Cl[Si:24]([CH3:27])([CH3:26])[CH3:25]. The catalyst is [Cl-].[Na+].O.CCCCCC.O. The product is [CH3:11][O:12][C:13]1[C:18]([CH:10]=[O:9])=[C:17]([Si:24]([CH3:27])([CH3:26])[CH3:25])[CH:16]=[C:15]([Si:19]([CH3:21])([CH3:20])[CH3:22])[N:14]=1. The yield is 0.390. (3) The reactants are C(OC([NH:8][C:9]1[CH:10]=[C:11]([N:15]([C@H:23]2[CH2:28][CH2:27][N:26]([CH2:29][CH:30]([C:41]3[CH:46]=[CH:45][CH:44]=[CH:43][CH:42]=3)[C:31]([O:33][CH2:34][C:35]3[CH:40]=[CH:39][CH:38]=[CH:37][CH:36]=3)=[O:32])[CH2:25][C@H:24]2[CH3:47])[C:16]([C:18]2[O:19][CH:20]=[CH:21][CH:22]=2)=[O:17])[CH:12]=[CH:13][CH:14]=1)=O)(C)(C)C.Cl.O1CCOCC1.C(=O)([O-])[O-].[Na+].[Na+]. No catalyst specified. The product is [NH2:8][C:9]1[CH:10]=[C:11]([N:15]([C@H:23]2[CH2:28][CH2:27][N:26]([CH2:29][CH:30]([C:41]3[CH:42]=[CH:43][CH:44]=[CH:45][CH:46]=3)[C:31]([O:33][CH2:34][C:35]3[CH:40]=[CH:39][CH:38]=[CH:37][CH:36]=3)=[O:32])[CH2:25][C@H:24]2[CH3:47])[C:16]([C:18]2[O:19][CH:20]=[CH:21][CH:22]=2)=[O:17])[CH:12]=[CH:13][CH:14]=1. The yield is 0.990. (4) The reactants are [Br:1][C:2]1[CH:7]=[CH:6][C:5]([O:8][CH2:9][CH2:10][CH2:11]Br)=[CH:4][CH:3]=1.[NH:13]1[CH2:18][CH2:17][O:16][CH2:15][C:14]1=[O:19].[H-].[Na+].C(OCC)(=O)C. The catalyst is CN(C=O)C. The product is [Br:1][C:2]1[CH:7]=[CH:6][C:5]([O:8][CH2:9][CH2:10][CH2:11][N:13]2[CH2:18][CH2:17][O:16][CH2:15][C:14]2=[O:19])=[CH:4][CH:3]=1. The yield is 0.350.